Dataset: Catalyst prediction with 721,799 reactions and 888 catalyst types from USPTO. Task: Predict which catalyst facilitates the given reaction. (1) The catalyst class is: 1. Reactant: [CH2:1]([O:3][C:4]([C:6]1[CH:7](Br)[C:8]2[C:13]([C:14]=1[C:15]1[CH:20]=[CH:19][CH:18]=[CH:17][CH:16]=1)=[CH:12][CH:11]=[C:10]([O:21][CH3:22])[CH:9]=2)=[O:5])[CH3:2].[CH2:24]([NH2:26])[CH3:25]. Product: [CH2:1]([O:3][C:4]([C:6]1[CH:7]([NH:26][CH2:24][CH3:25])[C:8]2[C:13]([C:14]=1[C:15]1[CH:20]=[CH:19][CH:18]=[CH:17][CH:16]=1)=[CH:12][CH:11]=[C:10]([O:21][CH3:22])[CH:9]=2)=[O:5])[CH3:2]. (2) Reactant: O.[Na].[CH3:3][CH:4]([C:7](=O)[CH3:8])[CH:5]=O.[C:10]([CH2:12][C:13]([NH2:15])=[O:14])#[N:11].C([O-])(=O)C.[NH2+]1CCCCC1. Product: [C:10]([C:12]1[C:13](=[O:14])[NH:15][C:7]([CH3:8])=[C:4]([CH3:5])[CH:3]=1)#[N:11]. The catalyst class is: 15. (3) Reactant: [F:1][C:2]1[CH:3]=[C:4]([OH:9])[CH:5]=[CH:6][C:7]=1[CH3:8].Cl[C:11]1[CH:12]=[CH:13][C:14]([N+:26]([O-:28])=[O:27])=[C:15]([CH2:17][NH:18][C:19](=[O:25])[O:20][C:21]([CH3:24])([CH3:23])[CH3:22])[CH:16]=1.[H-].[Na+]. Product: [F:1][C:2]1[CH:3]=[C:4]([CH:5]=[CH:6][C:7]=1[CH3:8])[O:9][C:11]1[CH:12]=[CH:13][C:14]([N+:26]([O-:28])=[O:27])=[C:15]([CH2:17][NH:18][C:19](=[O:25])[O:20][C:21]([CH3:24])([CH3:22])[CH3:23])[CH:16]=1. The catalyst class is: 9. (4) Reactant: [Si]([O:8][CH2:9][C@H:10]([NH:19][S@](C(C)(C)C)=O)[C:11]1[CH:16]=[CH:15][C:14]([F:17])=[CH:13][C:12]=1[F:18])(C(C)(C)C)(C)C.[ClH:26].O1CCOCC1. Product: [ClH:26].[NH2:19][C@H:10]([C:11]1[CH:16]=[CH:15][C:14]([F:17])=[CH:13][C:12]=1[F:18])[CH2:9][OH:8]. The catalyst class is: 5. (5) Reactant: [CH2:1]([C:3]1[C:13]([CH2:14][C:15]2[CH:20]=[CH:19][C:18]([N+:21]#[N:22])=[CH:17][CH:16]=2)=[C:6]2[N:7]=[C:8]([CH3:12])[CH:9]=[C:10]([CH3:11])[N:5]2[N:4]=1)[CH3:2].[Sn](Cl)Cl. Product: [CH2:1]([C:3]1[C:13]([CH2:14][C:15]2[CH:16]=[CH:17][C:18]([NH:21][NH2:22])=[CH:19][CH:20]=2)=[C:6]2[N:7]=[C:8]([CH3:12])[CH:9]=[C:10]([CH3:11])[N:5]2[N:4]=1)[CH3:2]. The catalyst class is: 33. (6) Reactant: [Cl:1][C:2]1[CH:3]=[CH:4][C:5]2[O:9][C:8](=[O:10])[NH:7][C:6]=2[CH:11]=1.C([O-])([O-])=O.[K+].[K+].Br[CH2:19][C:20]([O:22][C:23]([CH3:26])([CH3:25])[CH3:24])=[O:21]. Product: [Cl:1][C:2]1[CH:3]=[CH:4][C:5]2[O:9][C:8](=[O:10])[N:7]([CH2:19][C:20]([O:22][C:23]([CH3:26])([CH3:25])[CH3:24])=[O:21])[C:6]=2[CH:11]=1. The catalyst class is: 21. (7) Reactant: [Cl:1][C:2]1[N:7]=[CH:6][C:5]([C:8](=[O:16])[CH2:9][N:10]2[CH2:14][CH2:13][S:12][C:11]2=[NH:15])=[CH:4][CH:3]=1.[BH4-].[Na+]. Product: [Cl:1][C:2]1[N:7]=[CH:6][C:5]([CH:8]([OH:16])[CH2:9][N:10]2[CH2:14][CH2:13][S:12][C:11]2=[NH:15])=[CH:4][CH:3]=1. The catalyst class is: 41.